This data is from Full USPTO retrosynthesis dataset with 1.9M reactions from patents (1976-2016). The task is: Predict the reactants needed to synthesize the given product. (1) Given the product [Cl:8][C:6]1[C:5]([C:9]([F:12])([F:11])[F:10])=[CH:4][N:3]=[C:2]([NH:18][C:19]2[CH:20]=[CH:21][C:22]([CH:25]3[CH2:30][CH2:29][N:28]([C:31]([O:33][C:34]([CH3:37])([CH3:36])[CH3:35])=[O:32])[CH2:27][CH2:26]3)=[N:23][CH:24]=2)[N:7]=1, predict the reactants needed to synthesize it. The reactants are: Cl[C:2]1[N:7]=[C:6]([Cl:8])[C:5]([C:9]([F:12])([F:11])[F:10])=[CH:4][N:3]=1.CCOCC.[NH2:18][C:19]1[CH:20]=[CH:21][C:22]([CH:25]2[CH2:30][CH2:29][N:28]([C:31]([O:33][C:34]([CH3:37])([CH3:36])[CH3:35])=[O:32])[CH2:27][CH2:26]2)=[N:23][CH:24]=1.CCN(CC)CC. (2) Given the product [C:24]([O:23][C:21](=[O:22])[NH:1][C:2]1[CH:13]=[CH:12][C:5]2[CH2:6][CH2:7][CH2:8][C:9](=[O:11])[NH:10][C:4]=2[CH:3]=1)([CH3:27])([CH3:26])[CH3:25], predict the reactants needed to synthesize it. The reactants are: [NH2:1][C:2]1[CH:13]=[CH:12][C:5]2=[CH:6][CH:7]=[CH:8][C:9](=[O:11])[N:10]=[C:4]2[CH:3]=1.C(N(CC)CC)C.[C:21](O[C:21]([O:23][C:24]([CH3:27])([CH3:26])[CH3:25])=[O:22])([O:23][C:24]([CH3:27])([CH3:26])[CH3:25])=[O:22]. (3) Given the product [F:14][C:13]([F:16])([F:15])[C:12]([NH:11][CH2:10][CH2:9][CH:8]([OH:18])[C:4]1[CH:5]=[CH:6][CH:7]=[C:2]([C:20]#[C:19][C:21]2([OH:26])[CH2:25][CH2:24][CH2:23][CH2:22]2)[CH:3]=1)=[O:17], predict the reactants needed to synthesize it. The reactants are: Br[C:2]1[CH:3]=[C:4]([CH:8]([OH:18])[CH2:9][CH2:10][NH:11][C:12](=[O:17])[C:13]([F:16])([F:15])[F:14])[CH:5]=[CH:6][CH:7]=1.[C:19]([C:21]1([OH:26])[CH2:25][CH2:24][CH2:23][CH2:22]1)#[CH:20]. (4) Given the product [F:1][C:2]1[N:3]=[C:4]([F:11])[C:5]([I:10])=[CH:6][C:7]=1[C:8]([OH:14])=[O:9], predict the reactants needed to synthesize it. The reactants are: [F:1][C:2]1[C:7]([CH2:8][OH:9])=[CH:6][C:5]([I:10])=[C:4]([F:11])[N:3]=1.CC(C)=[O:14]. (5) Given the product [NH:1]1[C:9]2=[N+:8]([O-:18])[CH:7]=[CH:6][CH:5]=[C:4]2[CH:3]=[CH:2]1, predict the reactants needed to synthesize it. The reactants are: [NH:1]1[C:9]2[C:4](=[CH:5][CH:6]=[CH:7][N:8]=2)[CH:3]=[CH:2]1.C1C=C(Cl)C=C(C(OO)=[O:18])C=1. (6) Given the product [F:27][CH:25]([F:26])[C:24]1[C:18]2[CH:17]=[N:16][C:15]([NH:14][C@@H:9]3[CH2:10][CH2:11][CH2:12][CH2:13][C@@H:8]3[NH2:7])=[N:20][C:19]=2[C:21]([C:28]2[CH:29]=[N:30][N:31]([CH3:33])[CH:32]=2)=[CH:22][N:23]=1, predict the reactants needed to synthesize it. The reactants are: C(OC(=O)[NH:7][C@H:8]1[CH2:13][CH2:12][CH2:11][CH2:10][C@H:9]1[NH:14][C:15]1[N:16]=[CH:17][C:18]2[C:24]([CH:25]([F:27])[F:26])=[N:23][CH:22]=[C:21]([C:28]3[CH:29]=[N:30][N:31]([CH3:33])[CH:32]=3)[C:19]=2[N:20]=1)(C)(C)C.Cl. (7) Given the product [CH3:16][N:1]1[CH2:6][CH2:5][C:4]2([C:14]3[C:9](=[CH:10][CH:11]=[CH:12][CH:13]=3)[C:8](=[O:15])[CH2:7]2)[CH2:3][CH2:2]1, predict the reactants needed to synthesize it. The reactants are: [NH:1]1[CH2:6][CH2:5][C:4]2([C:14]3[C:9](=[CH:10][CH:11]=[CH:12][CH:13]=3)[C:8](=[O:15])[CH2:7]2)[CH2:3][CH2:2]1.[CH2:16]=O. (8) Given the product [C:15]([CH:9]([C:3]1[C:4]([F:8])=[CH:5][CH:6]=[CH:7][C:2]=1[Cl:1])[C:10]#[N:11])(=[O:13])[CH3:21], predict the reactants needed to synthesize it. The reactants are: [Cl:1][C:2]1[CH:7]=[CH:6][CH:5]=[C:4]([F:8])[C:3]=1[CH2:9][C:10]#[N:11].C[O-:13].[Na+].[C:15]1([CH3:21])C=CC=CC=1. (9) The reactants are: F[C:2]1[CH:3]=[C:4]2[C:9](=[CH:10][CH:11]=1)[N:8]=[C:7](Cl)[C:6]1[C:13]3[CH:14]=[CH:15][C:16](OC)=[CH:17][C:18]=3[C:19](=[O:20])[C:5]2=1.ClC1C2C3C=CC(OC)=CC=3C(=O)C=2C2C(=CC=CC=2)N=1. Given the product [CH:3]1[CH:2]=[CH:11][CH:10]=[C:9]2[C:4]=1[C:5]1[C:19](=[O:20])[C:18]3[CH:17]=[CH:16][CH:15]=[CH:14][C:13]=3[C:6]=1[CH:7]=[N:8]2, predict the reactants needed to synthesize it.